From a dataset of Experimentally validated miRNA-target interactions with 360,000+ pairs, plus equal number of negative samples. Binary Classification. Given a miRNA mature sequence and a target amino acid sequence, predict their likelihood of interaction. (1) The miRNA is hsa-miR-1973 with sequence ACCGUGCAAAGGUAGCAUA. The protein sequence of the target gene is MSGMEATVTIPIWQNKPHGAARSVVRRIGTNLPLKPCARASFETLPNISDLCLRDVPPVPTLADIAWIAADEEETYARVRSDTRPLRHTWKPSPLIVMQRNASVPNLRGSEERLLALKKPALPALSRTTELQDELSHLRSQIAKIVAADAASASLTPDFLSPGSSNVSSPLPCFGSSFHSTTSFVISDITEETEVEVPELPSVPLLCSASPECCKPEHKAACSSSEEDDCVSLSKASSFADMMGILKDFHRMKQSQDLNRSLLKEEDPAVLISEVLRRKFALKEEDISRKGN. Result: 1 (interaction). (2) The miRNA is hsa-miR-4737 with sequence AUGCGAGGAUGCUGACAGUG. The protein sequence of the target gene is MLRQLLLAALCLAGPPAPARACQLPSEWRPLSEGCRAELAETIVYARVLALHPEAPGLYNHLPWQYHAGQGGLFYSAEVEMLCDQAWGSMLEVPAGSRLNLTGLGYFSCHSHTVVQDYSYFFFLRMDENYNLLPHGVNFQDAIFPDTQENRRMFSSLFQFSNCSQGQQLATFSSDWEIQEDSRLMCSSVQKALFEEEDHVKKLQQKVATLEKRNRQLRERVKKVKRSLRQARKKGRHLELANQKLSEKLAAGALPHINARGPVRPPYLRG. Result: 0 (no interaction). (3) The miRNA is mmu-miR-297b-3p with sequence UAUACAUACACACAUACCCAUA. The protein sequence of the target gene is MFQPAGHGQDWAMEGPRDGLKKERLVDDRHDSGLDSMKDEEYEQMVKELREIRLQPQEAPLAAEPWKQQLTEDGDSFLHLAIIHEEKPLTMEVIGQVKGDLAFLNFQNNLQQTPLHLAVITNQPGIAEALLKAGCDPELRDFRGNTPLHLACEQGCLASVAVLTQTCTPQHLHSVLQATNYNGHTCLHLASIHGYLAIVEHLVTLGADVNAQEPCNGRTALHLAVDLQNPDLVSLLLKCGADVNRVTYQGYSPYQLTWGRPSTRIQQQLGQLTLENLQMLPESEDEESYDTESEFTEDEL.... Result: 1 (interaction).